Task: Regression. Given two drug SMILES strings and cell line genomic features, predict the synergy score measuring deviation from expected non-interaction effect.. Dataset: NCI-60 drug combinations with 297,098 pairs across 59 cell lines Drug 1: CCCS(=O)(=O)NC1=C(C(=C(C=C1)F)C(=O)C2=CNC3=C2C=C(C=N3)C4=CC=C(C=C4)Cl)F. Drug 2: COC1=NC(=NC2=C1N=CN2C3C(C(C(O3)CO)O)O)N. Cell line: RXF 393. Synergy scores: CSS=8.74, Synergy_ZIP=-3.01, Synergy_Bliss=-0.423, Synergy_Loewe=-3.78, Synergy_HSA=0.307.